From a dataset of NCI-60 drug combinations with 297,098 pairs across 59 cell lines. Regression. Given two drug SMILES strings and cell line genomic features, predict the synergy score measuring deviation from expected non-interaction effect. (1) Drug 1: C1=CC=C(C(=C1)C(C2=CC=C(C=C2)Cl)C(Cl)Cl)Cl. Drug 2: CN(C(=O)NC(C=O)C(C(C(CO)O)O)O)N=O. Cell line: HOP-62. Synergy scores: CSS=3.33, Synergy_ZIP=-2.73, Synergy_Bliss=-1.97, Synergy_Loewe=-1.66, Synergy_HSA=-0.202. (2) Drug 1: CC1OCC2C(O1)C(C(C(O2)OC3C4COC(=O)C4C(C5=CC6=C(C=C35)OCO6)C7=CC(=C(C(=C7)OC)O)OC)O)O. Drug 2: CCN(CC)CCCC(C)NC1=C2C=C(C=CC2=NC3=C1C=CC(=C3)Cl)OC. Cell line: SF-295. Synergy scores: CSS=39.7, Synergy_ZIP=-7.96, Synergy_Bliss=-7.03, Synergy_Loewe=-11.2, Synergy_HSA=-4.99. (3) Drug 1: CN1CCC(CC1)COC2=C(C=C3C(=C2)N=CN=C3NC4=C(C=C(C=C4)Br)F)OC. Drug 2: CC1CCCC2(C(O2)CC(NC(=O)CC(C(C(=O)C(C1O)C)(C)C)O)C(=CC3=CSC(=N3)C)C)C. Cell line: HCC-2998. Synergy scores: CSS=27.6, Synergy_ZIP=2.66, Synergy_Bliss=7.74, Synergy_Loewe=-17.5, Synergy_HSA=9.00.